From a dataset of Full USPTO retrosynthesis dataset with 1.9M reactions from patents (1976-2016). Predict the reactants needed to synthesize the given product. Given the product [Br:1][C:2]1[CH:10]=[CH:9][CH:8]=[C:7]2[C:3]=1[CH:4]([C:17]1[C:25]([OH:26])=[CH:24][C:20]3[O:21][CH2:22][O:23][C:19]=3[CH:18]=1)[C:5](=[O:16])[N:6]2[CH2:11][CH2:12][CH2:13][CH2:14][CH3:15], predict the reactants needed to synthesize it. The reactants are: [Br:1][C:2]1[CH:10]=[CH:9][CH:8]=[C:7]2[C:3]=1[C:4](O)([C:17]1[C:25]([OH:26])=[CH:24][C:20]3[O:21][CH2:22][O:23][C:19]=3[CH:18]=1)[C:5](=[O:16])[N:6]2[CH2:11][CH2:12][CH2:13][CH2:14][CH3:15].FC(F)(F)C(O)=O.C([SiH](CC)CC)C.